From a dataset of Reaction yield outcomes from USPTO patents with 853,638 reactions. Predict the reaction yield, written as a fraction of the theoretical maximum amount of product (1.0 means a 100% yield; for example, 0.34 means a 34% yield). (1) The yield is 0.690. The catalyst is CN(C=O)C.C(OCC)(=O)C.[Cl-].[Na+].O. The reactants are [C:1]([O:5][C:6]([N:8]([CH3:14])[C@@H:9]([CH3:13])[C:10]([OH:12])=O)=[O:7])([CH3:4])([CH3:3])[CH3:2].C(Cl)CCl.N1C2C(=NC=CC=2)N(O)N=1.[NH2:29][C@@H:30]([C:67]([CH3:70])([CH3:69])[CH3:68])[C:31]([N:33]1[C@H:42]([C:43]([N:45]([CH2:56][C:57]2[CH:66]=[CH:65][C:60]([C:61]([O:63][CH3:64])=[O:62])=[CH:59][CH:58]=2)[C@@H:46]([C:48]2[CH:53]=[CH:52][CH:51]=[C:50]([F:54])[C:49]=2[F:55])[CH3:47])=[O:44])[CH2:41][C:40]2[C:35](=[CH:36][CH:37]=[CH:38][CH:39]=2)[CH2:34]1)=[O:32].C(O)(C(F)(F)F)=O.CN1CCOCC1. The product is [C:1]([O:5][C:6]([N:8]([CH3:14])[C@@H:9]([CH3:13])[C:10]([NH:29][C@@H:30]([C:67]([CH3:68])([CH3:70])[CH3:69])[C:31]([N:33]1[C@H:42]([C:43]([N:45]([CH2:56][C:57]2[CH:66]=[CH:65][C:60]([C:61]([O:63][CH3:64])=[O:62])=[CH:59][CH:58]=2)[C@@H:46]([C:48]2[CH:53]=[CH:52][CH:51]=[C:50]([F:54])[C:49]=2[F:55])[CH3:47])=[O:44])[CH2:41][C:40]2[C:35](=[CH:36][CH:37]=[CH:38][CH:39]=2)[CH2:34]1)=[O:32])=[O:12])=[O:7])([CH3:2])([CH3:3])[CH3:4]. (2) The reactants are [C:1]1([C:7]2[O:8][C:9](/[CH:12]=[C:13](\[CH3:30])/[CH2:14][CH2:15]/[CH:16]=[C:17](\[CH3:29])/[CH2:18][CH2:19]/[CH:20]=[C:21](\[CH3:28])/[CH2:22][CH2:23][CH:24]=[C:25]([CH3:27])[CH3:26])=[N:10][N:11]=2)[CH:6]=[CH:5][CH:4]=[CH:3][CH:2]=1.[CH2:31](C/C(/C)=C/CC/C(/C)=C/CC(Cl)=O)/C=C(/CCC=C(C)C)\C. No catalyst specified. The product is [CH3:30]/[C:13](/[CH2:14][CH2:15]/[CH:16]=[C:17](\[CH3:29])/[CH2:18][CH2:19]/[CH:20]=[C:21](\[CH3:28])/[CH2:22][CH2:23][CH:24]=[C:25]([CH3:27])[CH3:26])=[CH:12]\[C:9]1[O:8][C:7]([C:1]2[CH:2]=[CH:3][C:4]([CH3:31])=[CH:5][CH:6]=2)=[N:11][N:10]=1. The yield is 0.160. (3) The reactants are [C:1]([OH:8])(=[O:7])[CH2:2][CH2:3][C:4]([OH:6])=[O:5].[F:9][C:10]([F:34])([F:33])[O:11][C:12]1[CH:32]=[CH:31][C:15]([O:16][CH2:17][CH2:18][CH2:19][O:20][NH:21][C:22]([NH:24][C:25]([NH:27][CH:28]([CH3:30])[CH3:29])=[NH:26])=[NH:23])=[CH:14][CH:13]=1.O. The catalyst is C(O)C. The product is [C:1]([OH:8])(=[O:7])[CH2:2][CH2:3][C:4]([OH:6])=[O:5].[F:9][C:10]([F:33])([F:34])[O:11][C:12]1[CH:13]=[CH:14][C:15]([O:16][CH2:17][CH2:18][CH2:19][O:20][NH:21][C:22]([NH:24][C:25]([NH:27][CH:28]([CH3:29])[CH3:30])=[NH:26])=[NH:23])=[CH:31][CH:32]=1.[F:9][C:10]([F:33])([F:34])[O:11][C:12]1[CH:13]=[CH:14][C:15]([O:16][CH2:17][CH2:18][CH2:19][O:20][NH:21][C:22]([NH:24][C:25]([NH:27][CH:28]([CH3:29])[CH3:30])=[NH:26])=[NH:23])=[CH:31][CH:32]=1. The yield is 0.785. (4) The reactants are [F:1][C:2]1[C:3]([N:9]=[CH:10][N:11]([CH3:13])[CH3:12])=[N:4][C:5]([OH:8])=[N:6][CH:7]=1.C(=O)([O-])[O-].[Cs+].[Cs+].[C:20]([O:26][CH2:27]Cl)(=[O:25])[C:21]([CH3:24])([CH3:23])[CH3:22].C(OCC)C. The catalyst is CN(C=O)C. The product is [CH3:12][N:11]([CH:10]=[N:9][C:3]1[C:2]([F:1])=[CH:7][N:6]=[C:5]([O:8][CH2:27][O:26][C:20](=[O:25])[C:21]([CH3:24])([CH3:23])[CH3:22])[N:4]=1)[CH3:13]. The yield is 0.0900.